This data is from Forward reaction prediction with 1.9M reactions from USPTO patents (1976-2016). The task is: Predict the product of the given reaction. (1) Given the reactants [CH3:1][C@H:2]1[O:25][C:23](=[O:24])[C@H:22]([CH:26]([CH3:28])[CH3:27])[N:21]([CH3:29])[C:19](=[O:20])[CH2:18][N:17]([CH3:30])[C:15](=[O:16])[C@H:14]2[N:10]([CH2:11][CH2:12][CH2:13]2)[C:8](=[O:9])[C@@H:7]([CH:31]([CH3:33])[CH3:32])[NH:6][C:4](=[O:5])[C@H:3]1[NH:34][C:35]([C:37]1[C:42]2[N:43]=[C:44]3[C:50]([O:51][C:41]=2[C:40]([CH3:90])=[C:39]([NH2:91])[CH:38]=1)=[C:49]([CH3:52])[C:47](=[O:48])[C:46]([NH2:53])=[C:45]3[C:54]([NH:56][C@@H:57]1[C:79](=[O:80])[NH:78][C@H:77]([CH:81]([CH3:83])[CH3:82])[C:75](=[O:76])[N:74]2[C@@H:70]([CH2:71][CH2:72][CH2:73]2)[C:68](=[O:69])[N:67]([CH3:84])[CH2:66][C:64](=[O:65])[N:63]([CH3:85])[C@@H:62]([CH:86]([CH3:88])[CH3:87])[C:60](=[O:61])[O:59][C@@H:58]1[CH3:89])=[O:55])=[O:36], predict the reaction product. The product is: [CH3:1][CH:2]1[O:25][C:23](=[O:24])[CH:22]([CH:26]([CH3:27])[CH3:28])[N:21]([CH3:29])[C:19](=[O:20])[CH2:18][N:17]([CH3:30])[C:15](=[O:16])[CH:14]2[N:10]([CH2:11][CH2:12][CH2:13]2)[C:8](=[O:9])[CH:7]([CH:31]([CH3:32])[CH3:33])[NH:6][C:4](=[O:5])[CH:3]1[NH:34][C:35]([C:37]1[C:42]2[N:43]=[C:44]3[C:50]([O:51][C:41]=2[C:40]([CH3:90])=[C:39]([NH2:91])[CH:38]=1)=[C:49]([CH3:52])[C:47](=[O:48])[C:46]([NH2:53])=[C:45]3[C:54]([NH:56][CH:57]1[C:79](=[O:80])[NH:78][CH:77]([CH:81]([CH3:83])[CH3:82])[C:75](=[O:76])[N:74]2[CH:70]([CH2:71][CH2:72][CH2:73]2)[C:68](=[O:69])[N:67]([CH3:84])[CH2:66][C:64](=[O:65])[N:63]([CH3:85])[CH:62]([CH:86]([CH3:88])[CH3:87])[C:60](=[O:61])[O:59][CH:58]1[CH3:89])=[O:55])=[O:36]. (2) Given the reactants [O:1]=[C:2]1[NH:6][C:5](=[O:7])[O:4][N:3]1[CH2:8][C:9]1[CH:32]=[CH:31][C:12]([O:13][CH2:14][C:15]2[CH:16]=[C:17]([C:21]3[CH:26]=[CH:25][C:24]([C:27](O)=[O:28])=[CH:23][C:22]=3[CH3:30])[CH:18]=[CH:19][CH:20]=2)=[CH:11][CH:10]=1.[NH:33]1[CH2:37][CH2:36][CH2:35][CH2:34]1.C[N+]1(C2N=C(OC)N=C(OC)N=2)CCOCC1.[Cl-].C(Cl)(Cl)Cl, predict the reaction product. The product is: [CH3:30][C:22]1[CH:23]=[C:24]([C:27]([N:33]2[CH2:37][CH2:36][CH2:35][CH2:34]2)=[O:28])[CH:25]=[CH:26][C:21]=1[C:17]1[CH:18]=[CH:19][CH:20]=[C:15]([CH2:14][O:13][C:12]2[CH:31]=[CH:32][C:9]([CH2:8][N:3]3[C:2](=[O:1])[NH:6][C:5](=[O:7])[O:4]3)=[CH:10][CH:11]=2)[CH:16]=1. (3) Given the reactants [NH2:1][CH2:2][CH2:3][CH2:4][C@H:5]([NH:9][C:10]([C:12]1[S:13][C:14]([CH:17]([C:25]2[CH:30]=[CH:29][C:28]([F:31])=[CH:27][CH:26]=2)[C:18]2[CH:23]=[CH:22][C:21]([F:24])=[CH:20][CH:19]=2)=[CH:15][CH:16]=1)=[O:11])[C:6]([OH:8])=[O:7].[C:32]([OH:38])([C:34]([F:37])([F:36])[F:35])=[O:33].C(O)C.Cl.[C:43](=[NH:46])(O)[CH3:44], predict the reaction product. The product is: [F:24][C:21]1[CH:22]=[CH:23][C:18]([CH:17]([C:25]2[CH:26]=[CH:27][C:28]([F:31])=[CH:29][CH:30]=2)[C:14]2[S:13][C:12]([C:10]([NH:9][C@@H:5]([CH2:4][CH2:3][CH2:2][NH:1][C:43](=[NH:46])[CH3:44])[C:6]([OH:8])=[O:7])=[O:11])=[CH:16][CH:15]=2)=[CH:19][CH:20]=1.[C:32]([OH:38])([C:34]([F:37])([F:36])[F:35])=[O:33]. (4) Given the reactants C(OP(OC(C)C)OC(C)C)(C)C.Br[CH2:15][C:16]1[C:17]([Cl:23])=[N:18][C:19]([Cl:22])=[N:20][CH:21]=1.[C:24]1(=O)[CH2:29][CH2:28][CH2:27][CH2:26][CH2:25]1.[H-].[Na+], predict the reaction product. The product is: [Cl:22][C:19]1[N:18]=[C:17]([Cl:23])[C:16]([CH:15]=[C:24]2[CH2:29][CH2:28][CH2:27][CH2:26][CH2:25]2)=[CH:21][N:20]=1. (5) Given the reactants C(N(C(C)C)CC)(C)C.[F:10][C:11]([F:18])([F:17])[C:12]([O:14]CC)=O.C(O)(=O)CCC(O)=O.[C:27]([N:46]1[CH2:51][CH2:50][NH:49][CH2:48][CH2:47]1)([C:40]1[CH:45]=[CH:44][CH:43]=[CH:42][CH:41]=1)([C:34]1[CH:39]=[CH:38][CH:37]=[CH:36][CH:35]=1)[C:28]1[CH:33]=[CH:32][CH:31]=[CH:30][CH:29]=1, predict the reaction product. The product is: [F:18][C:11]([F:10])([F:17])[C:12]([N:49]1[CH2:50][CH2:51][N:46]([C:27]([C:28]2[CH:33]=[CH:32][CH:31]=[CH:30][CH:29]=2)([C:40]2[CH:41]=[CH:42][CH:43]=[CH:44][CH:45]=2)[C:34]2[CH:35]=[CH:36][CH:37]=[CH:38][CH:39]=2)[CH2:47][CH2:48]1)=[O:14]. (6) Given the reactants F[C:2]1[CH:3]=[C:4]2[C:9](=[CH:10][N:11]=1)[N:8]=[CH:7][C:6]([C:12]#[N:13])=[C:5]2[NH:14][C:15]1[CH:20]=[CH:19][C:18]([CH:21]([CH3:23])[CH3:22])=[CH:17][CH:16]=1.[N:24]1([CH2:30][CH2:31][NH2:32])[CH2:29][CH2:28][O:27][CH2:26][CH2:25]1, predict the reaction product. The product is: [CH:21]([C:18]1[CH:19]=[CH:20][C:15]([NH:14][C:5]2[C:4]3[C:9](=[CH:10][N:11]=[C:2]([NH:32][CH2:31][CH2:30][N:24]4[CH2:29][CH2:28][O:27][CH2:26][CH2:25]4)[CH:3]=3)[N:8]=[CH:7][C:6]=2[C:12]#[N:13])=[CH:16][CH:17]=1)([CH3:23])[CH3:22]. (7) Given the reactants Cl[C:2]1[C:11]2=[N:12][N:13](CC3C=CC(OC)=CC=3)[CH:14]=[C:10]2[C:9]2[CH:8]=[CH:7][C:6]([O:24][CH3:25])=[CH:5][C:4]=2[N:3]=1.C(OC([N:33]1[C:38]2[CH:39]=[C:40]([NH2:43])[CH:41]=[CH:42][C:37]=2[O:36][CH2:35][CH2:34]1)=O)(C)(C)C.Cl, predict the reaction product. The product is: [O:36]1[C:37]2[CH:42]=[CH:41][C:40]([NH:43][C:2]3[C:11]4=[N:12][NH:13][CH:14]=[C:10]4[C:9]4[CH:8]=[CH:7][C:6]([O:24][CH3:25])=[CH:5][C:4]=4[N:3]=3)=[CH:39][C:38]=2[NH:33][CH2:34][CH2:35]1. (8) Given the reactants [CH2:1]([CH:3]([O:6][C:7]1[CH:12]=[C:11]([CH3:13])[N:10]=[C:9]([NH:14][C:15]2[C:20]([CH3:21])=[CH:19][C:18]([CH3:22])=[CH:17][C:16]=2[CH3:23])[C:8]=1[CH2:24][OH:25])[CH2:4][CH3:5])[CH3:2].C=O.[CH3:28]C1C=CC(S(O)(=O)=O)=CC=1, predict the reaction product. The product is: [CH2:1]([CH:3]([O:6][C:7]1[CH:12]=[C:11]([CH3:13])[N:10]=[C:9]2[C:8]=1[CH2:24][O:25][CH2:28][N:14]2[C:15]1[C:16]([CH3:23])=[CH:17][C:18]([CH3:22])=[CH:19][C:20]=1[CH3:21])[CH2:4][CH3:5])[CH3:2]. (9) Given the reactants Br[C:2]1[CH:7]=[CH:6][C:5]([S:8]([NH2:11])(=[O:10])=[O:9])=[CH:4][CH:3]=1.C([O-])(=O)C.[K+].[Cl:17][C:18]1[CH:23]=[CH:22][C:21]([C:24]2[N:25]=[C:26]([N:29]([CH:33]3[CH2:35][CH2:34]3)[C:30](=[O:32])[CH3:31])[S:27][CH:28]=2)=[CH:20][CH:19]=1, predict the reaction product. The product is: [Cl:17][C:18]1[CH:19]=[CH:20][C:21]([C:24]2[N:25]=[C:26]([N:29]([CH:33]3[CH2:35][CH2:34]3)[C:30](=[O:32])[CH3:31])[S:27][C:28]=2[C:2]2[CH:7]=[CH:6][C:5]([S:8](=[O:10])(=[O:9])[NH2:11])=[CH:4][CH:3]=2)=[CH:22][CH:23]=1. (10) Given the reactants [NH2:1][C:2]1[S:6][C:5]2[CH2:7][CH2:8][CH2:9][CH2:10][C:4]=2[C:3]=1[C:11]([NH:13][CH2:14][CH2:15][OH:16])=[O:12].CCN(C(C)C)C(C)C.[Br:26][CH2:27][C:28](Br)=[O:29], predict the reaction product. The product is: [Br:26][CH2:27][C:28]([NH:1][C:2]1[S:6][C:5]2[CH2:7][CH2:8][CH2:9][CH2:10][C:4]=2[C:3]=1[C:11]([NH:13][CH2:14][CH2:15][OH:16])=[O:12])=[O:29].